From a dataset of Reaction yield outcomes from USPTO patents with 853,638 reactions. Predict the reaction yield, written as a fraction of the theoretical maximum amount of product (1.0 means a 100% yield; for example, 0.34 means a 34% yield). (1) The reactants are [NH:1]1[CH2:6][CH2:5][CH:4]([OH:7])[CH2:3][CH2:2]1.CCN(CC)CC.F[C:16]1[CH:21]=[CH:20][C:19]([N+:22]([O-:24])=[O:23])=[CH:18][C:17]=1[F:25]. The catalyst is CCOC(C)=O. The product is [F:25][C:17]1[CH:18]=[C:19]([N+:22]([O-:24])=[O:23])[CH:20]=[CH:21][C:16]=1[N:1]1[CH2:6][CH2:5][CH:4]([OH:7])[CH2:3][CH2:2]1. The yield is 0.800. (2) The reactants are [Cl:1][C:2]1[CH:3]=[C:4]([CH:7]=[C:8]([Cl:10])[CH:9]=1)[CH:5]=[O:6].[F:11][CH:12]([Si](C)(C)C)[F:13].[F-].[Cs+]. The catalyst is CN(C=O)C.C(OCC)(=O)C. The product is [Cl:1][C:2]1[CH:3]=[C:4]([CH:5]([OH:6])[CH:12]([F:13])[F:11])[CH:7]=[C:8]([Cl:10])[CH:9]=1. The yield is 0.480. (3) The reactants are [CH3:1][C:2]1([OH:12])[CH2:11][CH2:10][C:5]2(OCC[O:6]2)[CH2:4][CH2:3]1.CC(C)=O.C1(C)C=CC(S([O-])(=O)=O)=CC=1.[NH+]1C=CC=CC=1. The catalyst is O. The product is [OH:12][C:2]1([CH3:1])[CH2:11][CH2:10][C:5](=[O:6])[CH2:4][CH2:3]1. The yield is 0.860. (4) The reactants are [C:1]([NH:4][C:5]1[CH:10]=[C:9]([C:11]2[N:15]([CH2:16][O:17][CH2:18][CH2:19][Si:20]([CH3:23])([CH3:22])[CH3:21])[C:14]([C:24]([NH2:26])=[O:25])=[C:13](Cl)[CH:12]=2)[CH:8]=[CH:7][N:6]=1)(=[O:3])[CH3:2].C(=O)([O-])[O-].[Cs+].[Cs+].[C:34]1([CH3:43])[CH:39]=[CH:38][CH:37]=[CH:36][C:35]=1B(O)O. The catalyst is O1CCOCC1.O.C1C=CC([P]([Pd]([P](C2C=CC=CC=2)(C2C=CC=CC=2)C2C=CC=CC=2)([P](C2C=CC=CC=2)(C2C=CC=CC=2)C2C=CC=CC=2)[P](C2C=CC=CC=2)(C2C=CC=CC=2)C2C=CC=CC=2)(C2C=CC=CC=2)C2C=CC=CC=2)=CC=1. The product is [C:1]([NH:4][C:5]1[CH:10]=[C:9]([C:11]2[N:15]([CH2:16][O:17][CH2:18][CH2:19][Si:20]([CH3:23])([CH3:22])[CH3:21])[C:14]([C:24]([NH2:26])=[O:25])=[C:13]([C:35]3[CH:36]=[CH:37][CH:38]=[CH:39][C:34]=3[CH3:43])[CH:12]=2)[CH:8]=[CH:7][N:6]=1)(=[O:3])[CH3:2]. The yield is 0.600. (5) The reactants are [Br:1][C:2]1[C:11]2[O:10][CH:9]([CH:12]([CH3:14])[CH3:13])[C:8](=[O:15])[N:7]([CH2:16][C:17]([O:19]C(C)(C)C)=[O:18])[C:6]=2[CH:5]=[C:4]([O:24][CH3:25])[CH:3]=1.FC(F)(F)C(O)=O. The product is [Br:1][C:2]1[C:11]2[O:10][CH:9]([CH:12]([CH3:14])[CH3:13])[C:8](=[O:15])[N:7]([CH2:16][C:17]([OH:19])=[O:18])[C:6]=2[CH:5]=[C:4]([O:24][CH3:25])[CH:3]=1. The catalyst is C(Cl)Cl. The yield is 1.00. (6) The reactants are [CH2:1]([NH:8][CH2:9][C@@H:10]1[O:23][C:14]2=[C:15]3[C:19](=[CH:20][CH:21]=[C:13]2[O:12][CH2:11]1)[NH:18][C:17](=[O:22])[CH2:16]3)[C:2]1[CH:7]=[CH:6][CH:5]=[CH:4][CH:3]=1.[C:24]([OH:31])(=[O:30])/[CH:25]=[CH:26]/[C:27]([OH:29])=[O:28]. The catalyst is CCO. The yield is 0.620. The product is [C:24]([OH:31])(=[O:30])/[CH:25]=[CH:26]/[C:27]([OH:29])=[O:28].[CH2:1]([NH:8][CH2:9][C@@H:10]1[O:23][C:14]2=[C:15]3[C:19](=[CH:20][CH:21]=[C:13]2[O:12][CH2:11]1)[NH:18][C:17](=[O:22])[CH2:16]3)[C:2]1[CH:3]=[CH:4][CH:5]=[CH:6][CH:7]=1. (7) The reactants are CN(C(/N=N/C(N(C)C)=O)=O)C.C(OC([N:20]1[CH2:25][CH2:24][N:23]([C:26]2[C:27]([O:32][CH2:33][CH2:34][OH:35])=[N:28][CH:29]=[CH:30][N:31]=2)[CH2:22][CH2:21]1)=O)(C)(C)C.O[C:37]1[CH:46]=[CH:45][CH:44]=[C:43]2[C:38]=1[N:39]=[CH:40][CH:41]=[N:42]2.C1C=CC(P(C2C=CC=CC=2)C2C=CC=CC=2)=CC=1.[ClH:66]. The catalyst is C1COCC1. The product is [ClH:66].[N:23]1([C:26]2[C:27]([O:32][CH2:33][CH2:34][O:35][C:37]3[CH:46]=[CH:45][CH:44]=[C:43]4[C:38]=3[N:39]=[CH:40][CH:41]=[N:42]4)=[N:28][CH:29]=[CH:30][N:31]=2)[CH2:22][CH2:21][NH:20][CH2:25][CH2:24]1. The yield is 0.760.